The task is: Predict the product of the given reaction.. This data is from Forward reaction prediction with 1.9M reactions from USPTO patents (1976-2016). (1) Given the reactants [CH:1]([O:4][C:5]1[CH:10]=[CH:9][C:8]([CH3:11])=[C:7]([N+:12]([O-])=O)[CH:6]=1)([CH3:3])[CH3:2].CC1C=CC(OCCC)=CC=1N, predict the reaction product. The product is: [CH:1]([O:4][C:5]1[CH:10]=[CH:9][C:8]([CH3:11])=[C:7]([NH2:12])[CH:6]=1)([CH3:3])[CH3:2]. (2) Given the reactants [F:1][C:2]1[CH:7]=[CH:6][C:5]([CH:8]([C:48]2[CH:53]=[CH:52][C:51]([F:54])=[CH:50][CH:49]=2)[C@@H:9]([NH:43][C:44]([O:46][CH3:47])=[O:45])[C:10]([NH:12][CH:13]2[CH2:15][CH:14]2[CH2:16][CH2:17][C@@H:18]2[N:23]([S:24]([C:27]3[CH:32]=[CH:31][CH:30]=[CH:29][CH:28]=3)(=[O:26])=[O:25])[CH2:22][CH2:21][N:20](C(OCC3C=CC=CC=3)=O)[CH2:19]2)=[O:11])=[CH:4][CH:3]=1, predict the reaction product. The product is: [F:54][C:51]1[CH:52]=[CH:53][C:48]([CH:8]([C:5]2[CH:4]=[CH:3][C:2]([F:1])=[CH:7][CH:6]=2)[C@@H:9]([NH:43][C:44](=[O:45])[O:46][CH3:47])[C:10](=[O:11])[NH:12][CH:13]2[CH2:15][CH:14]2[CH2:16][CH2:17][C@H:18]2[CH2:19][NH:20][CH2:21][CH2:22][N:23]2[S:24]([C:27]2[CH:32]=[CH:31][CH:30]=[CH:29][CH:28]=2)(=[O:26])=[O:25])=[CH:49][CH:50]=1.